Predict the reaction yield, written as a fraction of the theoretical maximum amount of product (1.0 means a 100% yield; for example, 0.34 means a 34% yield). From a dataset of Reaction yield outcomes from USPTO patents with 853,638 reactions. (1) The reactants are [CH3:1][O:2][C:3]([C@@H:5]1[CH2:7][C@H:6]1[C:8]([OH:10])=O)=[O:4].[B-](F)(F)(F)F.CCOC(C(C#N)=NOC(N(C)C)=[N+](C)C)=O.CN1CCOCC1.[CH3:40][C@H:41]1[CH2:46][CH2:45][C@H:44]([NH2:47])[CH2:43][CH2:42]1. The catalyst is CN(C=O)C. The product is [CH3:1][O:2][C:3]([C@@H:5]1[CH2:7][C@H:6]1[C:8](=[O:10])[NH:47][CH:44]1[CH2:45][CH2:46][CH:41]([CH3:40])[CH2:42][CH2:43]1)=[O:4]. The yield is 0.950. (2) The reactants are [F:1][C:2]([F:22])([F:21])[C:3]1[CH:8]=[CH:7][C:6]([C:9]2[CH:20]=[CH:19][C:12]3[NH:13][C:14](=[O:18])[CH2:15][CH2:16][S:17][C:11]=3[CH:10]=2)=[CH:5][CH:4]=1.C(N(CC)CC)C.[C:30](Cl)(=[O:35])[CH2:31][CH:32]([CH3:34])[CH3:33]. The catalyst is CN(C)C1C=CN=CC=1.C(Cl)Cl. The product is [CH3:33][CH:32]([CH3:34])[CH2:31][C:30]([N:13]1[C:12]2[CH:19]=[CH:20][C:9]([C:6]3[CH:5]=[CH:4][C:3]([C:2]([F:1])([F:21])[F:22])=[CH:8][CH:7]=3)=[CH:10][C:11]=2[S:17][CH2:16][CH2:15][C:14]1=[O:18])=[O:35]. The yield is 0.640. (3) The reactants are II.[Mg].Br[C:5]1[CH:10]=[CH:9]C=[CH:7][CH:6]=1.[CH2:11]([N:18]1[CH2:23][CH2:22][C:21]([N:26]2[CH2:30][CH2:29][CH2:28][CH2:27]2)([C:24]#N)[CH2:20][CH2:19]1)[C:12]1[CH:17]=[CH:16][CH:15]=[CH:14][CH:13]=1.[NH4+].[Cl-]. The catalyst is C1COCC1.CO.C(Cl)(Cl)Cl. The product is [CH2:11]([N:18]1[CH2:23][CH2:22][C:21]([C:24]2[CH:9]=[CH:10][CH:5]=[CH:6][CH:7]=2)([N:26]2[CH2:27][CH2:28][CH2:29][CH2:30]2)[CH2:20][CH2:19]1)[C:12]1[CH:13]=[CH:14][CH:15]=[CH:16][CH:17]=1. The yield is 0.400.